Task: Predict the product of the given reaction.. Dataset: Forward reaction prediction with 1.9M reactions from USPTO patents (1976-2016) (1) Given the reactants [CH2:1]([OH:4])[CH2:2]O.[C:5]1([CH3:15])[CH:10]=[CH:9][C:8](S([O-])(=O)=O)=[CH:7][CH:6]=1.[NH+]1C=CC=C[CH:17]=1.[CH3:22][CH2:23][O:24][C:25]([CH3:27])=[O:26].[CH3:28][CH2:29][CH2:30][CH2:31][CH2:32][CH3:33], predict the reaction product. The product is: [CH2:22]1[O:26][C:25]2([CH2:28][CH2:29][C@H:30]3[C@H:31]4[C@H:10]([CH2:9][CH2:8][C@:27]23[CH3:17])[C@@H:5]2[C@@H:6]([CH2:7][CH:1]([OH:4])[CH2:2][CH2:15]2)[CH2:33][CH2:32]4)[O:24][CH2:23]1. (2) Given the reactants [NH:1]1[C:9]2[C:4](=[N:5][C:6]([C:10](=[O:12])[CH3:11])=[CH:7][CH:8]=2)[CH:3]=[CH:2]1.[C:13](O[C:13]([O:15][C:16]([CH3:19])([CH3:18])[CH3:17])=[O:14])([O:15][C:16]([CH3:19])([CH3:18])[CH3:17])=[O:14], predict the reaction product. The product is: [C:10]([C:6]1[N:5]=[C:4]2[CH:3]=[CH:2][N:1]([C:13]([O:15][C:16]([CH3:19])([CH3:18])[CH3:17])=[O:14])[C:9]2=[CH:8][CH:7]=1)(=[O:12])[CH3:11]. (3) The product is: [CH2:15]([C:8]1[NH:1][C:2]2[C:3]([C:10](=[O:12])[CH:9]=1)=[CH:4][CH:5]=[CH:6][CH:7]=2)[CH2:16][CH2:17][CH2:18][CH2:19][CH2:20][CH3:21]. Given the reactants [NH:1]([C:8]([CH2:15][CH2:16][CH2:17][CH2:18][CH2:19][CH2:20][CH3:21])=[CH:9][C:10]([O:12]CC)=O)[C:2]1[CH:7]=[CH:6][CH:5]=[CH:4][CH:3]=1, predict the reaction product. (4) Given the reactants [Cl:1][C:2]1[CH:7]=[CH:6][C:5]([S:8]([N:11]2[C:20]3[C:15](=[CH:16][CH:17]=[C:18]([N+:21]([O-])=O)[CH:19]=3)[CH2:14][CH2:13][CH2:12]2)(=[O:10])=[O:9])=[CH:4][CH:3]=1.O.O.Cl[Sn]Cl.[OH-].[K+], predict the reaction product. The product is: [Cl:1][C:2]1[CH:7]=[CH:6][C:5]([S:8]([N:11]2[C:20]3[C:15](=[CH:16][CH:17]=[C:18]([NH2:21])[CH:19]=3)[CH2:14][CH2:13][CH2:12]2)(=[O:9])=[O:10])=[CH:4][CH:3]=1. (5) Given the reactants [C:1]([O:5][C:6](=[O:19])[NH:7][C@H:8]([C@H:16]1[CH2:18][O:17]1)[CH2:9][C:10]1[CH:15]=[CH:14][CH:13]=[CH:12][CH:11]=1)([CH3:4])([CH3:3])[CH3:2].[CH:20]1([NH2:26])[CH2:25][CH2:24][CH2:23][CH2:22][CH2:21]1, predict the reaction product. The product is: [C:1]([O:5][C:6](=[O:19])[NH:7][C@@H:8]([CH2:9][C:10]1[CH:15]=[CH:14][CH:13]=[CH:12][CH:11]=1)[C@H:16]([OH:17])[CH2:18][NH:26][CH:20]1[CH2:25][CH2:24][CH2:23][CH2:22][CH2:21]1)([CH3:4])([CH3:3])[CH3:2]. (6) Given the reactants [Br:1][C:2]1[CH:7]=[CH:6][C:5](/[CH:8]=[C:9](/[N+:11]([O-:13])=[O:12])\[CH3:10])=[C:4]([Cl:14])[CH:3]=1.[BH4-].[Na+].C(OCC)(=O)C, predict the reaction product. The product is: [Br:1][C:2]1[CH:7]=[CH:6][C:5]([CH2:8][CH:9]([N+:11]([O-:13])=[O:12])[CH3:10])=[C:4]([Cl:14])[CH:3]=1. (7) The product is: [Br:1][C:2]1[C:6]([CH3:19])=[C:5]([C:7]2[CH:8]=[CH:13][C:12]([CH2:11][CH3:14])=[CH:45][CH:44]=2)[S:4][C:3]=1[CH2:16][CH2:17][O:18][C:24]([C:37]1[CH:42]=[CH:41][CH:40]=[CH:39][CH:38]=1)([C:31]1[CH:36]=[CH:35][CH:34]=[CH:33][CH:32]=1)[C:25]1[CH:30]=[CH:29][CH:28]=[CH:27][CH:26]=1. Given the reactants [Br:1][C:2]1[CH:6]=[C:5]([CH2:7][C:8]2[CH:13]=[CH:12][C:11]([CH2:14]C)=CC=2)[S:4][C:3]=1[CH2:16][CH2:17][OH:18].[CH3:19]N(C=O)C.[C:24](Cl)([C:37]1[CH:42]=[CH:41][CH:40]=[CH:39][CH:38]=1)([C:31]1[CH:36]=[CH:35][CH:34]=[CH:33][CH:32]=1)[C:25]1[CH:30]=[CH:29][CH:28]=[CH:27][CH:26]=1.[CH2:44](N(CC)CC)[CH3:45], predict the reaction product. (8) Given the reactants [CH2:1]([N:3]1[C:11]2[C:6](=[CH:7][CH:8]=[C:9]([O:12][CH3:13])[CH:10]=2)[C:5]([C:14]#[N:15])=[C:4]1I)[CH3:2].[F:17][C:18]1[CH:23]=[CH:22][C:21]([C:24]#[CH:25])=[CH:20][CH:19]=1.CN(C=O)C.CCN(CC)CC, predict the reaction product. The product is: [CH2:1]([N:3]1[C:11]2[C:6](=[CH:7][CH:8]=[C:9]([O:12][CH3:13])[CH:10]=2)[C:5]([C:14]#[N:15])=[C:4]1[C:25]#[C:24][C:21]1[CH:22]=[CH:23][C:18]([F:17])=[CH:19][CH:20]=1)[CH3:2].